This data is from KCNQ2 potassium channel screen with 302,405 compounds. The task is: Binary Classification. Given a drug SMILES string, predict its activity (active/inactive) in a high-throughput screening assay against a specified biological target. (1) The result is 0 (inactive). The molecule is S(c1n(c2c(n1)cccc2)c1ccc(OC)cc1)CC(=O)Nc1c(OC)cc([N+]([O-])=O)cc1. (2) The molecule is S1\C(=C2/CCCCCC2)C(=O)NC1=O. The result is 0 (inactive).